Dataset: Reaction yield outcomes from USPTO patents with 853,638 reactions. Task: Predict the reaction yield, written as a fraction of the theoretical maximum amount of product (1.0 means a 100% yield; for example, 0.34 means a 34% yield). (1) The reactants are [CH:1](NC(C)C)(C)[CH3:2].[Cl:8][C:9]1[CH:16]=[C:15]([N:17]2[C:21](=[O:22])[CH2:20][C@H:19]([OH:23])[C@@H:18]2[CH3:24])[CH:14]=[CH:13][C:10]=1[C:11]#[N:12].ICC.C(O)(=O)C. The catalyst is C1COCC1.O. The product is [Cl:8][C:9]1[CH:16]=[C:15]([N:17]2[C@@H:18]([CH3:24])[C@@H:19]([OH:23])[C@H:20]([CH2:1][CH3:2])[C:21]2=[O:22])[CH:14]=[CH:13][C:10]=1[C:11]#[N:12]. The yield is 0.0600. (2) The reactants are Cl[C:2]1[N:7]=[C:6]([C:8]([NH2:10])=[O:9])[CH:5]=[C:4](Cl)[N:3]=1.[OH:12][C@@H:13]([CH3:19])[C:14]([O:16][CH2:17][CH3:18])=[O:15].[H-].[Na+].[F:22][C:23]1[CH:44]=[CH:43][C:26]([O:27][C:28]2[CH:33]=[CH:32][C:31](B3OC(C)(C)C(C)(C)O3)=[CH:30][CH:29]=2)=[CH:25][CH:24]=1.C([O-])([O-])=O.[Na+].[Na+]. The catalyst is C1COCC1.C1C=CC(P(C2C=CC=CC=2)[C-]2C=CC=C2)=CC=1.C1C=CC(P(C2C=CC=CC=2)[C-]2C=CC=C2)=CC=1.Cl[Pd]Cl.[Fe+2]. The product is [C:8]([C:6]1[N:7]=[C:2]([C:31]2[CH:30]=[CH:29][C:28]([O:27][C:26]3[CH:25]=[CH:24][C:23]([F:22])=[CH:44][CH:43]=3)=[CH:33][CH:32]=2)[N:3]=[C:4]([O:12][C@@H:13]([CH3:19])[C:14]([O:16][CH2:17][CH3:18])=[O:15])[CH:5]=1)(=[O:9])[NH2:10]. The yield is 0.900. (3) The reactants are [Cl:1][CH2:2][CH2:3][CH2:4][S:5]([O:8][CH2:9][C:10]([CH3:26])([CH3:25])[C@@H:11]([O:15][CH2:16][C:17]1[CH:22]=[CH:21][C:20]([O:23][CH3:24])=[CH:19][CH:18]=1)[C:12]([OH:14])=[O:13])(=[O:7])=[O:6].C(Cl)(=O)C(Cl)=O.[CH2:33](O)[C:34]1[CH:39]=[CH:38][CH:37]=[CH:36][CH:35]=1.N1C=CC=CC=1. The catalyst is ClCCl. The product is [Cl:1][CH2:2][CH2:3][CH2:4][S:5]([O:8][CH2:9][C:10]([CH3:26])([CH3:25])[C@@H:11]([O:15][CH2:16][C:17]1[CH:22]=[CH:21][C:20]([O:23][CH3:24])=[CH:19][CH:18]=1)[C:12]([O:14][CH2:33][C:34]1[CH:39]=[CH:38][CH:37]=[CH:36][CH:35]=1)=[O:13])(=[O:7])=[O:6]. The yield is 0.740. (4) The reactants are [S:1]1[CH2:5][CH2:4][NH:3][CH:2]1[CH2:6][C:7]([O:9][CH2:10][CH3:11])=[O:8].[C:12](O)(=[O:19])[C:13]1[CH:18]=[CH:17][CH:16]=[CH:15][CH:14]=1.C(Cl)CCl. The catalyst is CN(C1C=CN=CC=1)C.C(Cl)Cl. The product is [C:12]([N:3]1[CH2:4][CH2:5][S:1][CH:2]1[CH2:6][C:7]([O:9][CH2:10][CH3:11])=[O:8])(=[O:19])[C:13]1[CH:18]=[CH:17][CH:16]=[CH:15][CH:14]=1. The yield is 0.530.